This data is from Catalyst prediction with 721,799 reactions and 888 catalyst types from USPTO. The task is: Predict which catalyst facilitates the given reaction. (1) Reactant: Cl.[NH2:2][C@H:3]([C:11]([O:13][C:14]([CH3:17])([CH3:16])[CH3:15])=[O:12])[CH2:4][C:5]1[CH:10]=[CH:9][CH:8]=[CH:7][CH:6]=1.C(=O)([O-])[O-].[K+].[K+].Br[CH2:25][C:26]1[CH:27]=[C:28]([CH:36]=[CH:37][CH:38]=1)[C:29]([O:31][C:32]([CH3:35])([CH3:34])[CH3:33])=[O:30].O. Product: [C:32]([O:31][C:29]([C:28]1[CH:27]=[C:26]([CH:38]=[CH:37][CH:36]=1)[CH2:25][NH:2][C@H:3]([C:11]([O:13][C:14]([CH3:17])([CH3:16])[CH3:15])=[O:12])[CH2:4][C:5]1[CH:10]=[CH:9][CH:8]=[CH:7][CH:6]=1)=[O:30])([CH3:35])([CH3:33])[CH3:34]. The catalyst class is: 10. (2) Reactant: [CH3:1][N:2]1[CH2:7][CH:6]=[C:5]([C:8]2[C:13]([O:14][CH3:15])=[CH:12][C:11]([O:16][CH3:17])=[CH:10][C:9]=2[O:18][CH3:19])[CH2:4][CH2:3]1.[BH4-].[Na+].B(F)(F)F.CC[O:28]CC.Cl.[OH-].[Na+].OO. Product: [CH3:1][N:2]1[CH2:3][CH2:4][C@@H:5]([C:8]2[C:9]([O:18][CH3:19])=[CH:10][C:11]([O:16][CH3:17])=[CH:12][C:13]=2[O:14][CH3:15])[C@H:6]([OH:28])[CH2:7]1. The catalyst class is: 20. (3) Reactant: [C:1]([O:5][C:6]([N:8]1[CH2:13][CH2:12][CH2:11][C:10]([C:16]2[N:17]([CH3:32])[C:18]3[C:23]([N:24]=2)=[C:22]([N:25]2[CH2:30][CH2:29][O:28][CH2:27][CH2:26]2)[N:21]=[C:20](Cl)[N:19]=3)([O:14][CH3:15])[CH2:9]1)=[O:7])([CH3:4])([CH3:3])[CH3:2].[CH:33]([C:36]1[NH:37][C:38]2[CH:44]=[CH:43][CH:42]=[CH:41][C:39]=2[N:40]=1)([CH3:35])[CH3:34].CC(C1C=C(C(C)C)C(C2C=CC=CC=2P(C2CCCCC2)C2CCCCC2)=C(C(C)C)C=1)C.C([O-])([O-])=O.[Cs+].[Cs+]. Product: [C:1]([O:5][C:6]([N:8]1[CH2:13][CH2:12][CH2:11][C:10]([C:16]2[N:17]([CH3:32])[C:18]3[C:23]([N:24]=2)=[C:22]([N:25]2[CH2:30][CH2:29][O:28][CH2:27][CH2:26]2)[N:21]=[C:20]([N:37]2[C:38]4[CH:44]=[CH:43][CH:42]=[CH:41][C:39]=4[N:40]=[C:36]2[CH:33]([CH3:35])[CH3:34])[N:19]=3)([O:14][CH3:15])[CH2:9]1)=[O:7])([CH3:4])([CH3:3])[CH3:2]. The catalyst class is: 62. (4) Reactant: [CH3:1][C:2]1[CH:11]=[CH:10][C:9]2[C:4](=[CH:5][CH:6]=[CH:7][C:8]=2[N:12]2[CH2:17][CH2:16][N:15]([CH2:18][CH2:19][C:20]3[CH:25]=[CH:24][CH:23]=[C:22]([N+:26]([O-])=O)[CH:21]=3)[CH2:14][CH2:13]2)[N:3]=1.[Cl-].[NH4+]. Product: [CH3:1][C:2]1[CH:11]=[CH:10][C:9]2[C:4](=[CH:5][CH:6]=[CH:7][C:8]=2[N:12]2[CH2:13][CH2:14][N:15]([CH2:18][CH2:19][C:20]3[CH:21]=[C:22]([CH:23]=[CH:24][CH:25]=3)[NH2:26])[CH2:16][CH2:17]2)[N:3]=1. The catalyst class is: 406. (5) Reactant: CC(OI1(OC(C)=O)(OC(C)=O)OC(=O)C2C=CC=CC1=2)=O.[CH2:23]([O:30][C:31]1[CH:36]=[CH:35][C:34]([CH:37]([C:39]2[N:40]([CH3:44])[N:41]=[N:42][CH:43]=2)[OH:38])=[CH:33][CH:32]=1)[C:24]1[CH:29]=[CH:28][CH:27]=[CH:26][CH:25]=1. Product: [CH2:23]([O:30][C:31]1[CH:36]=[CH:35][C:34]([C:37]([C:39]2[N:40]([CH3:44])[N:41]=[N:42][CH:43]=2)=[O:38])=[CH:33][CH:32]=1)[C:24]1[CH:25]=[CH:26][CH:27]=[CH:28][CH:29]=1. The catalyst class is: 2. (6) Reactant: C([N:14]1[CH2:17][CH:16]([OH:18])[CH2:15]1)(C1C=CC=CC=1)C1C=CC=CC=1.C([O-])=O.[NH4+].[CH3:35][C:34]([O:33][C:31](O[C:31]([O:33][C:34]([CH3:37])([CH3:36])[CH3:35])=[O:32])=[O:32])([CH3:37])[CH3:36]. Product: [C:34]([O:33][C:31]([N:14]1[CH2:17][CH:16]([OH:18])[CH2:15]1)=[O:32])([CH3:35])([CH3:36])[CH3:37]. The catalyst class is: 19. (7) Reactant: C([O-])([O-])=O.[K+].[K+].[NH:7]1[C:11]2[CH:12]=[CH:13][CH:14]=[CH:15][C:10]=2[N:9]=[C:8]1[NH:16][CH:17]1[CH2:22][CH2:21][N:20]([C:23]([O:25][CH2:26][CH3:27])=[O:24])[CH2:19][CH2:18]1.Br[CH2:29][C:30]([C:32]1[CH:37]=[CH:36][C:35]([Cl:38])=[CH:34][CH:33]=1)=[O:31].O. Product: [Cl:38][C:35]1[CH:36]=[CH:37][C:32]([C:30](=[O:31])[CH2:29][N:7]2[C:11]3[CH:12]=[CH:13][CH:14]=[CH:15][C:10]=3[N:9]=[C:8]2[NH:16][CH:17]2[CH2:22][CH2:21][N:20]([C:23]([O:25][CH2:26][CH3:27])=[O:24])[CH2:19][CH2:18]2)=[CH:33][CH:34]=1. The catalyst class is: 10.